This data is from Forward reaction prediction with 1.9M reactions from USPTO patents (1976-2016). The task is: Predict the product of the given reaction. (1) Given the reactants FC(F)(F)C(O)=O.[NH2:8][C:9]1[CH:14]=[CH:13][C:12]([CH:15]2[CH2:20][N:19]([CH3:21])[C:18](=[O:22])[N:17]([CH3:23])[CH2:16]2)=[CH:11][C:10]=1Br.[C:25]1(B(O)O)[CH2:30][CH2:29][CH2:28][CH2:27][CH:26]=1, predict the reaction product. The product is: [NH2:8][C:9]1[CH:14]=[CH:13][C:12]([CH:15]2[CH2:20][N:19]([CH3:21])[C:18](=[O:22])[N:17]([CH3:23])[CH2:16]2)=[CH:11][C:10]=1[C:25]1[CH2:30][CH2:29][CH2:28][CH2:27][CH:26]=1. (2) Given the reactants [Br:1][C:2]1[CH:10]=[C:9]2[C:5]([CH2:6][CH2:7][C:8]2=[O:11])=[CH:4][CH:3]=1.C(O[K])(C)(C)C.CC(O)(C)C.Br[CH2:24][CH2:25][O:26][CH2:27][CH2:28]Br, predict the reaction product. The product is: [Br:1][C:2]1[CH:10]=[C:9]2[C:5]([CH2:6][C:7]3([C:8]2=[O:11])[CH2:28][CH2:27][O:26][CH2:25][CH2:24]3)=[CH:4][CH:3]=1. (3) Given the reactants [C:1]([O:5][C:6]([N:8]1[CH2:13][CH2:12][CH2:11][CH:10]([CH2:14][OH:15])[CH2:9]1)=[O:7])([CH3:4])([CH3:3])[CH3:2].[H-].[Na+].I[CH3:19], predict the reaction product. The product is: [C:1]([O:5][C:6]([N:8]1[CH2:13][CH2:12][CH2:11][CH:10]([CH2:14][O:15][CH3:19])[CH2:9]1)=[O:7])([CH3:4])([CH3:3])[CH3:2]. (4) Given the reactants Cl.[CH3:2][C:3]1[CH:8]=[CH:7][CH:6]=[CH:5][C:4]=1[NH:9][NH2:10].[C:11](OCC)(=[O:19])[C:12]#[C:13][C:14]([O:16][CH2:17][CH3:18])=[O:15].C(=O)([O-])[O-].[K+].[K+].Cl, predict the reaction product. The product is: [OH:19][C:11]1[N:9]([C:4]2[CH:5]=[CH:6][CH:7]=[CH:8][C:3]=2[CH3:2])[N:10]=[C:13]([C:14]([O:16][CH2:17][CH3:18])=[O:15])[CH:12]=1. (5) Given the reactants [Cl:1][C:2]1[CH:28]=[CH:27][C:5]([CH2:6][N:7]2[C:15]3[C:10](=[CH:11][CH:12]=[CH:13][CH:14]=3)[CH:9]=[C:8]2[C:16]([N:18]2[CH2:23][CH2:22][CH:21]([C:24]([OH:26])=O)[CH2:20][CH2:19]2)=[O:17])=[CH:4][CH:3]=1.CCN=C=NCCCN(C)C.ON1C2C=CC=CC=2N=N1.[CH3:50][O:51][C:52]1[CH:57]=[CH:56][C:55]([CH2:58][CH2:59][NH2:60])=[CH:54][CH:53]=1, predict the reaction product. The product is: [Cl:1][C:2]1[CH:28]=[CH:27][C:5]([CH2:6][N:7]2[C:15]3[C:10](=[CH:11][CH:12]=[CH:13][CH:14]=3)[CH:9]=[C:8]2[C:16]([N:18]2[CH2:23][CH2:22][CH:21]([C:24]([NH:60][CH2:59][CH2:58][C:55]3[CH:56]=[CH:57][C:52]([O:51][CH3:50])=[CH:53][CH:54]=3)=[O:26])[CH2:20][CH2:19]2)=[O:17])=[CH:4][CH:3]=1. (6) Given the reactants C(O)(C(F)(F)F)=O.[F:8][C:9]1[CH:10]=[C:11]([NH:19][C:20]([C@H:22]2[C:31]3[C:26](=[CH:27][C:28]([O:32][CH3:33])=[CH:29][CH:30]=3)[CH2:25][CH2:24][N:23]2C(OC(C)(C)C)=O)=[O:21])[CH:12]=[CH:13][C:14]=1[Si:15]([CH3:18])([CH3:17])[CH3:16].C(=O)([O-])O.[Na+], predict the reaction product. The product is: [F:8][C:9]1[CH:10]=[C:11]([NH:19][C:20]([C@H:22]2[C:31]3[C:26](=[CH:27][C:28]([O:32][CH3:33])=[CH:29][CH:30]=3)[CH2:25][CH2:24][NH:23]2)=[O:21])[CH:12]=[CH:13][C:14]=1[Si:15]([CH3:17])([CH3:16])[CH3:18]. (7) Given the reactants [Cl:1][C:2]1[CH:3]=[C:4]([N:8]2[N:12]=[N:11][C:10]([CH:13]=O)=[N:9]2)[CH:5]=[CH:6][CH:7]=1.[CH2:15]([O:17][C:18]([N:20]1[CH2:25][CH2:24][NH:23][CH2:22][CH2:21]1)=[O:19])[CH3:16].C(O[BH-](OC(=O)C)OC(=O)C)(=O)C.[Na+].C(OCC)(=O)C, predict the reaction product. The product is: [Cl:1][C:2]1[CH:3]=[C:4]([N:8]2[N:12]=[N:11][C:10]([CH2:13][N:23]3[CH2:22][CH2:21][N:20]([C:18]([O:17][CH2:15][CH3:16])=[O:19])[CH2:25][CH2:24]3)=[N:9]2)[CH:5]=[CH:6][CH:7]=1. (8) Given the reactants [CH3:1][O:2][C:3]1[N:8]=[C:7]2[NH:9][C:10](=[O:13])[CH:11]=[CH:12][C:6]2=[N:5][CH:4]=1.C(=O)([O-])[O-].[K+].[K+].Br[CH2:21][CH:22]1[O:26][CH2:25][CH2:24][O:23]1.O, predict the reaction product. The product is: [O:23]1[CH2:24][CH2:25][O:26][CH:22]1[CH2:21][N:9]1[C:7]2=[N:8][C:3]([O:2][CH3:1])=[CH:4][N:5]=[C:6]2[CH:12]=[CH:11][C:10]1=[O:13]. (9) Given the reactants CC([O-])(C)C.[K+].C1COCC1.[CH3:12][N:13]1[C:21]2[C:16](=[CH:17][CH:18]=[CH:19][C:20]=2[CH2:22][C:23]([NH2:25])=[O:24])[CH:15]=[CH:14]1.CO[C:28](=[O:49])[C:29]([C:31]1[C:39]2[C:34](=[C:35]([CH2:40][NH:41][C:42]([O:44]C(C)(C)C)=O)[CH:36]=[CH:37][CH:38]=2)[NH:33][CH:32]=1)=O.[CH3:50][N:51](C=O)[CH3:52], predict the reaction product. The product is: [CH3:50][N:51]([CH3:52])[C:42]([NH:41][CH2:40][C:35]1[CH:36]=[CH:37][CH:38]=[C:39]2[C:34]=1[NH:33][CH:32]=[C:31]2[C:29]1[C:28](=[O:49])[NH:25][C:23](=[O:24])[C:22]=1[C:20]1[CH:19]=[CH:18][CH:17]=[C:16]2[C:21]=1[N:13]([CH3:12])[CH:14]=[CH:15]2)=[O:44]. (10) Given the reactants [CH2:1]([N:8]1[C:16](=[O:17])[C:15]2[C:10](=[CH:11][CH:12]=[CH:13][CH:14]=2)[C:9]1=[O:18])[C:2]1[CH:7]=[CH:6][CH:5]=[CH:4][CH:3]=1.[S:19]([Cl:23])(=O)(=[O:21])[OH:20], predict the reaction product. The product is: [O:18]=[C:9]1[C:10]2[C:15](=[CH:14][CH:13]=[CH:12][CH:11]=2)[C:16](=[O:17])[N:8]1[CH2:1][C:2]1[CH:3]=[CH:4][C:5]([S:19]([Cl:23])(=[O:21])=[O:20])=[CH:6][CH:7]=1.